This data is from Catalyst prediction with 721,799 reactions and 888 catalyst types from USPTO. The task is: Predict which catalyst facilitates the given reaction. (1) Reactant: [CH2:1]([O:3][C:4]1[C:8]([CH2:9][CH2:10][C:11]([O:13]CC)=[O:12])=[CH:7][NH:6][N:5]=1)[CH3:2].[H-].[Na+:17].CS(O[CH2:23][CH2:24][CH2:25][CH2:26][C:27]1[C:28]([CH2:42][CH2:43][CH3:44])=[N:29][N:30]([C:32]2[CH:37]=[CH:36][C:35]([C:38]([F:41])([F:40])[F:39])=[CH:34][N:33]=2)[CH:31]=1)(=O)=O.Cl. Product: [CH2:1]([O:3][C:4]1[C:8]([CH2:9][CH2:10][C:11]([O-:13])=[O:12])=[CH:7][N:6]([CH2:23][CH2:24][CH2:25][CH2:26][C:27]2[C:28]([CH2:42][CH2:43][CH3:44])=[N:29][N:30]([C:32]3[CH:37]=[CH:36][C:35]([C:38]([F:39])([F:40])[F:41])=[CH:34][N:33]=3)[CH:31]=2)[N:5]=1)[CH3:2].[Na+:17]. The catalyst class is: 9. (2) Product: [CH3:13][O:14]/[N:15]=[C:16](/[C:18]1[N:19]=[C:20]([C:24]#[C:25][CH2:26][O:27][S:2]([CH3:1])(=[O:4])=[O:3])[CH:21]=[CH:22][CH:23]=1)\[CH3:17]. Reactant: [CH3:1][S:2](Cl)(=[O:4])=[O:3].C(N(CC)CC)C.[CH3:13][O:14]/[N:15]=[C:16](/[C:18]1[CH:23]=[CH:22][CH:21]=[C:20]([C:24]#[C:25][CH2:26][OH:27])[N:19]=1)\[CH3:17].C(=O)(O)[O-].[Na+]. The catalyst class is: 4. (3) Reactant: [NH2:1][C:2]1[C:7]([CH2:8][C:9]2[CH:14]=[CH:13][CH:12]=[CH:11][CH:10]=2)=[N:6][CH:5]=[CH:4][N:3]=1.N1C=CC=CC=1.[Br-:21].[Br-].[Br-].C([N+](CCCC)(CCCC)CCCC)CCC.C([N+](CCCC)(CCCC)CCCC)CCC.C([N+](CCCC)(CCCC)CCCC)CCC.C(OCC)C. The catalyst class is: 22. Product: [NH2:1][C:2]1[C:7]([CH2:8][C:9]2[CH:10]=[CH:11][CH:12]=[CH:13][CH:14]=2)=[N:6][C:5]([Br:21])=[CH:4][N:3]=1. (4) Reactant: [Cl:1][C:2]1[CH:3]=[C:4]([CH:6]=[CH:7][C:8]=1[CH3:9])[NH2:5].N1C=CC=CC=1.[C:16](OC(=O)C)(=[O:18])[CH3:17].Cl. Product: [Cl:1][C:2]1[CH:3]=[C:4]([NH:5][C:16](=[O:18])[CH3:17])[CH:6]=[CH:7][C:8]=1[CH3:9]. The catalyst class is: 25. (5) Reactant: [Cl:1][C:2]1[CH:7]=[CH:6][C:5]([O:8][C:9]2[CH:14]=[CH:13][C:12]([CH2:15][CH2:16][O:17][C:18]3[NH:19][CH:20]=[C:21]([CH2:25][CH3:26])[C:22](=[O:24])[N:23]=3)=[CH:11][CH:10]=2)=[CH:4][C:3]=1[C:27]([F:30])([F:29])[F:28].[CH3:31][CH2:32]N(C(C)C)C(C)C.C(I)C. Product: [Cl:1][C:2]1[CH:7]=[CH:6][C:5]([O:8][C:9]2[CH:10]=[CH:11][C:12]([CH2:15][CH2:16][O:17][C:18]3[N:19]([CH2:31][CH3:32])[CH:20]=[C:21]([CH2:25][CH3:26])[C:22](=[O:24])[N:23]=3)=[CH:13][CH:14]=2)=[CH:4][C:3]=1[C:27]([F:28])([F:30])[F:29]. The catalyst class is: 26.